Dataset: Catalyst prediction with 721,799 reactions and 888 catalyst types from USPTO. Task: Predict which catalyst facilitates the given reaction. (1) Reactant: Cl.O1CCOCC1.[CH2:8]([N:10]1[C:14]([O:15][C:16]2[CH:21]=[CH:20][C:19]([C:22]([F:25])([F:24])[F:23])=[CH:18][CH:17]=2)=[CH:13][C:12]([C:26]2[CH:27]=[C:28]([C:32]3([NH:36]S(C(C)(C)C)=O)[CH2:35][O:34][CH2:33]3)[CH:29]=[CH:30][CH:31]=2)=[N:11]1)[CH3:9]. Product: [CH2:8]([N:10]1[C:14]([O:15][C:16]2[CH:21]=[CH:20][C:19]([C:22]([F:23])([F:24])[F:25])=[CH:18][CH:17]=2)=[CH:13][C:12]([C:26]2[CH:27]=[C:28]([C:32]3([NH2:36])[CH2:35][O:34][CH2:33]3)[CH:29]=[CH:30][CH:31]=2)=[N:11]1)[CH3:9]. The catalyst class is: 5. (2) Reactant: Br[C:2]1[CH:7]=[CH:6][CH:5]=[C:4]([CH3:8])[N:3]=1.[NH2:9][C@H:10]1[C:19]2[C:14](=[CH:15][CH:16]=[CH:17][CH:18]=2)[N:13]([C:20](=[O:22])[CH3:21])[C@@H:12]([CH2:23][CH3:24])[C@@H:11]1[CH3:25].Br.N[C@H]1C2C(=CC=CC=2)N(C(=O)C)[C@@H](CC)[C@@H]1C.CC(C)([O-])C.[Na+].CN(C1C(C2C(P(C3CCCCC3)C3CCCCC3)=CC=CC=2)=CC=CC=1)C. Product: [CH2:23]([C@H:12]1[C@H:11]([CH3:25])[C@@H:10]([NH:9][C:2]2[CH:7]=[CH:6][CH:5]=[C:4]([CH3:8])[N:3]=2)[C:19]2[C:14](=[CH:15][CH:16]=[CH:17][CH:18]=2)[N:13]1[C:20](=[O:22])[CH3:21])[CH3:24]. The catalyst class is: 102. (3) Reactant: [Br:1][C:2]1[CH:3]=[C:4]2[C:8](=[CH:9][CH:10]=1)[NH:7][C:6](=[O:11])/[C:5]/2=[CH:12]\[C:13]1[NH:17][C:16]2[CH2:18][CH2:19][CH2:20][CH2:21][CH2:22][C:15]=2[C:14]=1[CH2:23][CH2:24][C:25]([OH:27])=O.CN.[CH3:30][N:31](C)CCCN=C=NCC.ON1C2C=CC=CC=2N=N1. Product: [Br:1][C:2]1[CH:3]=[C:4]2[C:8](=[CH:9][CH:10]=1)[NH:7][C:6](=[O:11])/[C:5]/2=[CH:12]\[C:13]1[NH:17][C:16]2[CH2:18][CH2:19][CH2:20][CH2:21][CH2:22][C:15]=2[C:14]=1[CH2:23][CH2:24][C:25]([NH:31][CH3:30])=[O:27]. The catalyst class is: 9. (4) Product: [F:1][C:2]([F:34])([F:33])[C:3]1[CH:4]=[C:5]([CH:26]=[C:27]([C:29]([F:32])([F:31])[F:30])[CH:28]=1)[CH2:6][N:7]([CH2:14][C:15]1[C:16]([C:55]#[N:56])=[N:17][CH:18]=[C:19]([C:21]([F:24])([F:23])[F:22])[CH:20]=1)[C:8]1[N:9]=[N:10][N:11]([CH3:13])[N:12]=1. Reactant: [F:1][C:2]([F:34])([F:33])[C:3]1[CH:4]=[C:5]([CH:26]=[C:27]([C:29]([F:32])([F:31])[F:30])[CH:28]=1)[CH2:6][N:7]([CH2:14][C:15]1[C:16](Cl)=[N:17][CH:18]=[C:19]([C:21]([F:24])([F:23])[F:22])[CH:20]=1)[C:8]1[N:9]=[N:10][N:11]([CH3:13])[N:12]=1.[C-]#N.[K+].C1(P(CCCC)C2C=CC=CC=2)C=CC=CC=1.[CH3:55][N:56](C)CCN(C)C. The catalyst class is: 164. (5) Reactant: C(NC(C)C)(C)C.[Li]CCCC.[CH2:13]([O:20][C:21]1[CH:26]=[CH:25][C:24]([CH2:27][C:28]([O:30][CH2:31][CH3:32])=[O:29])=[CH:23][C:22]=1[O:33][CH3:34])[C:14]1[CH:19]=[CH:18][CH:17]=[CH:16][CH:15]=1.[CH2:35]([O:42][C:43]1[CH:48]=[CH:47][C:46]([CH:49]([C:51]2[CH:56]=[CH:55][C:54]([O:57][CH2:58][C:59]3[CH:64]=[CH:63][CH:62]=[CH:61][CH:60]=3)=[C:53]([O:65][CH3:66])[CH:52]=2)Br)=[CH:45][C:44]=1[O:67][CH3:68])[C:36]1[CH:41]=[CH:40][CH:39]=[CH:38][CH:37]=1. Product: [CH2:13]([O:20][C:21]1[CH:26]=[CH:25][C:24]([CH:27]([CH:49]([C:46]2[CH:47]=[CH:48][C:43]([O:42][CH2:35][C:36]3[CH:37]=[CH:38][CH:39]=[CH:40][CH:41]=3)=[C:44]([O:67][CH3:68])[CH:45]=2)[C:51]2[CH:56]=[CH:55][C:54]([O:57][CH2:58][C:59]3[CH:60]=[CH:61][CH:62]=[CH:63][CH:64]=3)=[C:53]([O:65][CH3:66])[CH:52]=2)[C:28]([O:30][CH2:31][CH3:32])=[O:29])=[CH:23][C:22]=1[O:33][CH3:34])[C:14]1[CH:15]=[CH:16][CH:17]=[CH:18][CH:19]=1. The catalyst class is: 1. (6) Reactant: [F:1][C:2]([F:11])([F:10])[C:3]1[CH:4]=[C:5]([NH2:9])[CH:6]=[CH:7][CH:8]=1.[Cl:12][CH2:13][CH2:14][N:15]=[C:16]=[O:17]. Product: [Cl:12][CH2:13][CH2:14][NH:15][C:16]([NH:9][C:5]1[CH:6]=[CH:7][CH:8]=[C:3]([C:2]([F:10])([F:11])[F:1])[CH:4]=1)=[O:17]. The catalyst class is: 11.